Task: Regression. Given a peptide amino acid sequence and an MHC pseudo amino acid sequence, predict their binding affinity value. This is MHC class II binding data.. Dataset: Peptide-MHC class II binding affinity with 134,281 pairs from IEDB (1) The peptide sequence is HLKRYYGRILHYLKA. The MHC is DRB1_0802 with pseudo-sequence DRB1_0802. The binding affinity (normalized) is 0.495. (2) The peptide sequence is AQAVYDFRSIVDYLR. The MHC is DRB1_1302 with pseudo-sequence DRB1_1302. The binding affinity (normalized) is 0.483. (3) The peptide sequence is PLYKLVHVFINTQYA. The MHC is DRB3_0202 with pseudo-sequence DRB3_0202. The binding affinity (normalized) is 0.489. (4) The peptide sequence is LRDNIQGITKPAIRR. The MHC is H-2-IAb with pseudo-sequence H-2-IAb. The binding affinity (normalized) is 0.175.